From a dataset of Reaction yield outcomes from USPTO patents with 853,638 reactions. Predict the reaction yield, written as a fraction of the theoretical maximum amount of product (1.0 means a 100% yield; for example, 0.34 means a 34% yield). (1) The reactants are [CH3:1][O:2][C:3](=[O:20])[NH:4][C:5]1[S:6][C:7]2[C:13]([CH:14]([OH:17])[CH2:15][Br:16])=[CH:12][CH:11]=[C:10]([O:18][CH3:19])[C:8]=2[N:9]=1. The catalyst is C(Cl)(Cl)Cl.O=[Mn]=O. The product is [CH3:1][O:2][C:3](=[O:20])[NH:4][C:5]1[S:6][C:7]2[C:13]([C:14](=[O:17])[CH2:15][Br:16])=[CH:12][CH:11]=[C:10]([O:18][CH3:19])[C:8]=2[N:9]=1. The yield is 0.730. (2) The reactants are [Br:1][C:2]1[CH:7]=[CH:6][C:5]([NH:8][C:9]2[C:18]([F:19])=[C:17]([F:20])[CH:16]=[CH:15][C:10]=2[C:11]([NH:13][NH2:14])=[O:12])=[C:4]([F:21])[CH:3]=1.[N:22]#[C:23]Br.C([O-])(O)=O.[Na+].O. The catalyst is O1CCOCC1. The product is [Br:1][C:2]1[CH:7]=[CH:6][C:5]([NH:8][C:9]2[C:18]([F:19])=[C:17]([F:20])[CH:16]=[CH:15][C:10]=2[C:11]2[O:12][C:23]([NH2:22])=[N:14][N:13]=2)=[C:4]([F:21])[CH:3]=1. The yield is 0.630. (3) The reactants are [NH2:1][C:2]1[N:7]=[C:6]([C:8]2[S:9][CH:10]=[CH:11][N:12]=2)[N:5]=[C:4](O)[CH:3]=1.P(Cl)(Cl)([Cl:16])=O. No catalyst specified. The product is [Cl:16][C:4]1[N:5]=[C:6]([C:8]2[S:9][CH:10]=[CH:11][N:12]=2)[N:7]=[C:2]([NH2:1])[CH:3]=1. The yield is 0.160. (4) The reactants are [Cl:1][C:2]1[CH:10]=[CH:9][C:8]2[NH:7][C:6]3[CH2:11][CH2:12][N:13]([CH3:15])[CH2:14][C:5]=3[C:4]=2[CH:3]=1.[OH-].[K+].[CH3:18][C:19]1[CH:24]=[N:23][C:22]([CH:25]=[CH2:26])=[CH:21][N:20]=1. The catalyst is CN1CCCC1=O.O. The product is [Cl:1][C:2]1[CH:10]=[CH:9][C:8]2[N:7]([CH2:26][CH2:25][C:22]3[CH:21]=[N:20][C:19]([CH3:18])=[CH:24][N:23]=3)[C:6]3[CH2:11][CH2:12][N:13]([CH3:15])[CH2:14][C:5]=3[C:4]=2[CH:3]=1. The yield is 0.540. (5) The reactants are [CH3:1][CH:2]1[O:7][CH:6]([CH3:8])[CH2:5][NH:4][CH2:3]1.C(N(CC)CC)C.[CH2:16](Br)[C:17]1[CH:22]=[CH:21][CH:20]=[CH:19][CH:18]=1.C(=O)([O-])O.[Na+]. The catalyst is O1CCCC1. The product is [CH2:16]([N:4]1[CH2:5][CH:6]([CH3:8])[O:7][CH:2]([CH3:1])[CH2:3]1)[C:17]1[CH:22]=[CH:21][CH:20]=[CH:19][CH:18]=1. The yield is 0.240.